From a dataset of Forward reaction prediction with 1.9M reactions from USPTO patents (1976-2016). Predict the product of the given reaction. (1) Given the reactants Br[C:2]1[NH:10][C:5]2=[N:6][CH:7]=[CH:8][CH:9]=[C:4]2[C:3]=1[S:11][C:12]1[CH:17]=[CH:16][C:15]([Cl:18])=[CH:14][CH:13]=1.C(=O)([O-])[O-].[Cs+].[Cs+].[O:25]1[C:29]2[CH:30]=[CH:31][C:32](B(O)O)=[CH:33][C:28]=2[O:27][CH2:26]1, predict the reaction product. The product is: [O:25]1[C:29]2[CH:30]=[CH:31][C:32]([C:2]3[NH:10][C:5]4=[N:6][CH:7]=[CH:8][CH:9]=[C:4]4[C:3]=3[S:11][C:12]3[CH:17]=[CH:16][C:15]([Cl:18])=[CH:14][CH:13]=3)=[CH:33][C:28]=2[O:27][CH2:26]1. (2) Given the reactants [CH3:1][O:2][C:3]([CH:5]1[CH2:10][NH:9][CH2:8][CH2:7][N:6]1[C:11]1[CH:16]=[CH:15][C:14]([Cl:17])=[CH:13][CH:12]=1)=[O:4].C(=O)([O-])[O-].[K+].[K+].Br[CH2:25][CH2:26]/[CH:27]=[C:28]1/[C:29]2[CH:42]=[C:41]([C:43]([OH:46])([CH3:45])[CH3:44])[CH:40]=[CH:39][C:30]=2[O:31][CH2:32][C:33]2[N:38]=[CH:37][CH:36]=[CH:35][C:34]/1=2, predict the reaction product. The product is: [CH3:1][O:2][C:3]([CH:5]1[CH2:10][N:9]([CH2:25][CH2:26][CH:27]=[C:28]2[C:34]3[CH:35]=[CH:36][CH:37]=[N:38][C:33]=3[CH2:32][O:31][C:30]3[CH:39]=[CH:40][C:41]([C:43]([OH:46])([CH3:45])[CH3:44])=[CH:42][C:29]2=3)[CH2:8][CH2:7][N:6]1[C:11]1[CH:16]=[CH:15][C:14]([Cl:17])=[CH:13][CH:12]=1)=[O:4]. (3) Given the reactants [OH:1][C:2]1[CH:6]=[C:5]([C:7]([O:9]C)=[O:8])[O:4][N:3]=1.[C:11](=O)([O-])[O-].[K+].[K+].S(OC)(OC)(=O)=O.[OH-].[Na+].Cl, predict the reaction product. The product is: [CH3:11][O:1][C:2]1[CH:6]=[C:5]([C:7]([OH:9])=[O:8])[O:4][N:3]=1. (4) Given the reactants [Cl:1][C:2]1[CH:10]=[C:9]2[C:5]([C:6]([CH3:32])=[CH:7][N:8]2[S:11]([C:14]2[C:23]3[C:18](=[CH:19][CH:20]=[CH:21][CH:22]=3)[C:17]([O:24][CH3:25])=[C:16]([N:26]3[CH2:31][CH2:30][NH:29][CH2:28][CH2:27]3)[CH:15]=2)(=[O:13])=[O:12])=[CH:4][CH:3]=1.[C:33]([BH3-])#N.[Na+].C=O, predict the reaction product. The product is: [Cl:1][C:2]1[CH:10]=[C:9]2[C:5]([C:6]([CH3:32])=[CH:7][N:8]2[S:11]([C:14]2[C:23]3[C:18](=[CH:19][CH:20]=[CH:21][CH:22]=3)[C:17]([O:24][CH3:25])=[C:16]([N:26]3[CH2:27][CH2:28][N:29]([CH3:33])[CH2:30][CH2:31]3)[CH:15]=2)(=[O:13])=[O:12])=[CH:4][CH:3]=1. (5) Given the reactants [C:1]([O:5][C:6]([N:8](C1C=CN=CC=1)[C@H:9]([C:11]([OH:13])=[O:12])[CH3:10])=[O:7])([CH3:4])([CH3:3])[CH3:2].CO.[CH:22]1(N=C=NC2CCCCC2)CCCCC1.[N:37]1[CH:42]=[CH:41][CH:40]=[CH:39][CH:38]=1, predict the reaction product. The product is: [CH3:4][C:1]([CH3:2])([O:5][C:6]([NH:8][C@@H:9]([CH2:10][C:40]1[CH:41]=[CH:42][N:37]=[CH:38][CH:39]=1)[C:11]([O:13][CH3:22])=[O:12])=[O:7])[CH3:3]. (6) Given the reactants [C:1]1([CH:7]([C:15]2[CH:20]=[CH:19][CH:18]=[CH:17][CH:16]=2)[C:8]2[CH:9]=[CH:10][C:11](=[O:14])[NH:12][N:13]=2)[CH:6]=[CH:5][CH:4]=[CH:3][CH:2]=1.[H-].[Li+].CS(O[CH2:28][C:29]1[CH:30]=[C:31]([C:35]2[CH:40]=[CH:39][CH:38]=[C:37]([O:41][CH2:42][C:43]([O:45][CH2:46][CH3:47])=[O:44])[CH:36]=2)[CH:32]=[CH:33][CH:34]=1)(=O)=O.[I-].[K+], predict the reaction product. The product is: [C:15]1([CH:7]([C:1]2[CH:2]=[CH:3][CH:4]=[CH:5][CH:6]=2)[C:8]2[CH:9]=[CH:10][C:11](=[O:14])[N:12]([CH2:28][C:29]3[CH:30]=[C:31]([C:35]4[CH:40]=[CH:39][CH:38]=[C:37]([O:41][CH2:42][C:43]([O:45][CH2:46][CH3:47])=[O:44])[CH:36]=4)[CH:32]=[CH:33][CH:34]=3)[N:13]=2)[CH:16]=[CH:17][CH:18]=[CH:19][CH:20]=1. (7) Given the reactants Br[C:2]1[CH:3]=[C:4]([C:20]#[N:21])[C:5]2[CH:6]=[N:7][N:8]([S:11]([C:14]3[CH:19]=[CH:18][CH:17]=[CH:16][CH:15]=3)(=[O:13])=[O:12])[C:9]=2[CH:10]=1.CC1(C)C(C)(C)OB([C:30]2[CH:38]=[CH:37][CH:36]=[C:35]3[C:31]=2[CH:32]=[CH:33][NH:34]3)O1.[O-]P([O-])([O-])=O.[K+].[K+].[K+], predict the reaction product. The product is: [NH:34]1[C:35]2[C:31](=[C:30]([C:2]3[CH:3]=[C:4]([C:20]#[N:21])[C:5]4[CH:6]=[N:7][N:8]([S:11]([C:14]5[CH:19]=[CH:18][CH:17]=[CH:16][CH:15]=5)(=[O:13])=[O:12])[C:9]=4[CH:10]=3)[CH:38]=[CH:37][CH:36]=2)[CH:32]=[CH:33]1.